Dataset: Tox21: 12 toxicity assays (nuclear receptors and stress response pathways). Task: Binary classification across 12 toxicity assays. (1) It tested positive (active) for: NR-PPAR-gamma (PPAR-gamma nuclear receptor agonist), SR-ATAD5 (ATAD5 genotoxicity (DNA damage)), and SR-p53 (p53 tumor suppressor activation). The drug is COc1ccc(C(=O)/C(Br)=C\C(=O)O)cc1. (2) The drug is CC(C)(C)OC(=O)c1ccc(O)cc1. It tested positive (active) for: NR-ER (Estrogen Receptor agonist activity), NR-ER-LBD (Estrogen Receptor Ligand Binding Domain agonist), and SR-MMP (Mitochondrial Membrane Potential disruption). (3) The drug is O=C1CCCCCN1SSN1CCCCCC1=O. It tested positive (active) for: SR-HSE (Heat Shock Element response). (4) The compound is CCNc1ccc(C(=C2C=CC(=[N+](CC)CC)C=C2)c2ccc(N(CC)CC)cc2)c2ccccc12. It tested positive (active) for: NR-Aromatase (Aromatase enzyme inhibition), SR-HSE (Heat Shock Element response), and SR-MMP (Mitochondrial Membrane Potential disruption). (5) The drug is Oc1cc(Cl)ccc1Oc1ccc(Cl)cc1Cl. It tested positive (active) for: NR-PPAR-gamma (PPAR-gamma nuclear receptor agonist), SR-HSE (Heat Shock Element response), and SR-MMP (Mitochondrial Membrane Potential disruption).